From a dataset of Reaction yield outcomes from USPTO patents with 853,638 reactions. Predict the reaction yield, written as a fraction of the theoretical maximum amount of product (1.0 means a 100% yield; for example, 0.34 means a 34% yield). (1) The reactants are Br[C:2]1[C:10]2[O:11][CH2:12][CH2:13][C:9]=2[C:8]2[C:7](=[O:14])[CH2:6][CH2:5][C:4]=2[C:3]=1Br.C([O-])(=O)C.[Na+].[H][H]. The catalyst is [Pd].CO. The product is [CH2:13]1[CH2:12][O:11][C:10]2[CH:2]=[CH:3][C:4]3[CH2:5][CH2:6][C:7](=[O:14])[C:8]=3[C:9]1=2. The yield is 0.865. (2) The reactants are [CH2:1]([N:3]([CH:28]1[CH2:33][CH2:32][NH:31][CH2:30][CH2:29]1)[C:4]1[C:19]2[CH2:18][CH:17]=[CH:16][CH2:15][CH2:14][C:13]3[CH:20]=[C:21]([CH3:26])[N:22]=[C:23]([O:24]C)[C:12]=3[CH2:11][NH:10][C:9](=[O:27])[C:8]=2[CH:7]=[CH:6][CH:5]=1)[CH3:2].[Si](OCC=O)(C(C)(C)C)(C)C.[CH3:45][C:46]([OH:48])=O.[BH3-]C#N.[Na+].Cl. The catalyst is CO.O1CCOCC1. The product is [CH2:1]([N:3]([CH:28]1[CH2:33][CH2:32][N:31]([CH2:45][CH2:46][OH:48])[CH2:30][CH2:29]1)[C:4]1[C:19]2[CH2:18][CH:17]=[CH:16][CH2:15][CH2:14][C:13]3[CH:20]=[C:21]([CH3:26])[NH:22][C:23](=[O:24])[C:12]=3[CH2:11][NH:10][C:9](=[O:27])[C:8]=2[CH:7]=[CH:6][CH:5]=1)[CH3:2]. The yield is 0.277. (3) The reactants are [C:1]([CH:5]1[CH2:10][CH2:9][CH:8]([NH:11][C:12]2[CH:22]=[CH:21][C:15]([C:16]([O:18][CH2:19][CH3:20])=[O:17])=[CH:14][C:13]=2[N+:23]([O-])=O)[CH2:7][CH2:6]1)([CH3:4])([CH3:3])[CH3:2].[H][H]. The catalyst is [OH-].[OH-].[Pd+2]. The product is [NH2:23][C:13]1[CH:14]=[C:15]([CH:21]=[CH:22][C:12]=1[NH:11][CH:8]1[CH2:7][CH2:6][CH:5]([C:1]([CH3:2])([CH3:4])[CH3:3])[CH2:10][CH2:9]1)[C:16]([O:18][CH2:19][CH3:20])=[O:17]. The yield is 0.800. (4) The reactants are F[C:2]1[N:10]=[C:9]2[C:5]([N:6]=[CH:7][N:8]2[CH:11]([CH3:13])[CH3:12])=[C:4]([NH:14][CH2:15][C:16]2[CH:17]=[N:18][CH:19]=[CH:20][CH:21]=2)[N:3]=1.C(N(C(C)C)CC)(C)C.[NH2:31][CH2:32][C:33]([OH:42])([C:38]([F:41])([F:40])[F:39])[C:34]([F:37])([F:36])[F:35].[OH-].[NH4+].FC(F)(F)C1(C(F)(F)F)CO1. The catalyst is CCCCO.CS(C)=O. The product is [F:35][C:34]([F:36])([F:37])[C:33]([CH2:32][NH:31][C:2]1[N:10]=[C:9]2[C:5]([N:6]=[CH:7][N:8]2[CH:11]([CH3:13])[CH3:12])=[C:4]([NH:14][CH2:15][C:16]2[CH:17]=[N:18][CH:19]=[CH:20][CH:21]=2)[N:3]=1)([OH:42])[C:38]([F:39])([F:41])[F:40]. The yield is 0.230. (5) The reactants are [C:1]1([CH:7]([C:29]2[CH:34]=[CH:33][CH:32]=[CH:31][CH:30]=2)[N:8]2[C:16]3[C:11](=[CH:12][C:13]([CH3:17])=[CH:14][CH:15]=3)[CH:10]([C:18]3[C:26]([OH:27])=[CH:25][C:21]4[O:22][CH2:23][O:24][C:20]=4[CH:19]=3)[C:9]2=[O:28])[CH:6]=[CH:5][CH:4]=[CH:3][CH:2]=1.[CH2:35]=[O:36].C(NC(C)C)(C)C. The catalyst is ClCCl. The product is [C:29]1([CH:7]([C:1]2[CH:2]=[CH:3][CH:4]=[CH:5][CH:6]=2)[N:8]2[C:16]3[C:11](=[CH:12][C:13]([CH3:17])=[CH:14][CH:15]=3)[C:10]([C:18]3[C:26]([OH:27])=[CH:25][C:21]4[O:22][CH2:23][O:24][C:20]=4[CH:19]=3)([CH2:35][OH:36])[C:9]2=[O:28])[CH:30]=[CH:31][CH:32]=[CH:33][CH:34]=1. The yield is 0.630. (6) The reactants are C([O:4][CH2:5][CH2:6][CH2:7][CH2:8][CH2:9][C:10]([CH:12]1[CH2:21][C:20]2[C:15]3=[C:16]([CH2:22][C:23](=[O:24])[N:14]3[CH2:13]1)[CH:17]=[CH:18][CH:19]=2)=[O:11])(=O)C.O.CC1C=CC(S(O)(=O)=O)=CC=1. The catalyst is C(O)C. The product is [OH:4][CH2:5][CH2:6][CH2:7][CH2:8][CH2:9][C:10]([CH:12]1[CH2:21][C:20]2[C:15]3=[C:16]([CH2:22][C:23](=[O:24])[N:14]3[CH2:13]1)[CH:17]=[CH:18][CH:19]=2)=[O:11]. The yield is 0.935.